Dataset: Forward reaction prediction with 1.9M reactions from USPTO patents (1976-2016). Task: Predict the product of the given reaction. (1) Given the reactants F[C:2]1[CH:3]=[CH:4][C:5]([CH:8]=O)=[N:6][CH:7]=1.Cl.[F:11][C:12]1([F:18])[CH2:17][CH2:16][NH:15][CH2:14][CH2:13]1.[NH2:19][C:20]1[C:25]([NH2:26])=[C:24]([C:27]2[CH:32]=[CH:31][C:30]([CH2:33][NH:34][C:35](=[O:41])OC(C)(C)C)=[C:29]([F:42])[CH:28]=2)[CH:23]=[CH:22][N:21]=1.[C:43]([C:47]1[O:51][N:50]=[C:49](C([O-])=O)[N:48]=1)([CH3:46])([CH3:45])[CH3:44], predict the reaction product. The product is: [C:43]([C:47]1[O:51][N:50]=[C:49]([C:35]([NH:34][CH2:33][C:30]2[CH:31]=[CH:32][C:27]([C:24]3[CH:23]=[CH:22][N:21]=[C:20]4[NH:19][C:8]([C:5]5[CH:4]=[CH:3][C:2]([N:15]6[CH2:16][CH2:17][C:12]([F:18])([F:11])[CH2:13][CH2:14]6)=[CH:7][N:6]=5)=[N:26][C:25]=34)=[CH:28][C:29]=2[F:42])=[O:41])[N:48]=1)([CH3:46])([CH3:45])[CH3:44]. (2) Given the reactants [NH:1]1[CH2:11][CH2:10][CH:4]([C:5]([O:7]CC)=O)[CH2:3][CH2:2]1.[CH2:12]1[CH2:22][CH2:21]N2[C:15](=NCCC2)[CH2:14][CH2:13]1.Cl[CH2:24][CH2:25]O.S(Cl)(Cl)=O.C(=O)([O-])[O-].[K+].[K+].[C:37]1(C)[CH:42]=[CH:41][CH:40]=[CH:39][CH:38]=1, predict the reaction product. The product is: [N:1]12[CH2:2][CH2:3][C:4]([C:5]([C:12]3[CH:13]=[CH:14][CH:15]=[CH:21][CH:22]=3)([C:37]3[CH:38]=[CH:39][CH:40]=[CH:41][CH:42]=3)[OH:7])([CH2:10][CH2:11]1)[CH2:25][CH2:24]2. (3) Given the reactants [H-].[Na+].C(=O)=O.CO.[Br:8][C:9]1[CH:10]=[C:11]([CH2:15][C:16]#[N:17])[CH:12]=[N:13][CH:14]=1.Br[CH2:19][CH2:20][O:21][CH2:22][CH2:23]Br, predict the reaction product. The product is: [Br:8][C:9]1[CH:10]=[C:11]([C:15]2([C:16]#[N:17])[CH2:23][CH2:22][O:21][CH2:20][CH2:19]2)[CH:12]=[N:13][CH:14]=1.